Dataset: Full USPTO retrosynthesis dataset with 1.9M reactions from patents (1976-2016). Task: Predict the reactants needed to synthesize the given product. (1) Given the product [CH2:23]([O:25][C@@H:26]([CH2:32][C:33]1[CH:34]=[CH:35][C:36]([O:16][CH2:15]/[CH:14]=[CH:13]/[C:11]2[CH:12]=[C:7]([C:1]3[CH:2]=[CH:3][CH:4]=[CH:5][CH:6]=3)[CH:8]=[C:9]([C:17]3[CH:18]=[CH:19][CH:20]=[CH:21][CH:22]=3)[CH:10]=2)=[CH:37][CH:38]=1)[C:27]([O:29][CH2:30][CH3:31])=[O:28])[CH3:24], predict the reactants needed to synthesize it. The reactants are: [C:1]1([C:7]2[CH:12]=[C:11](/[CH:13]=[CH:14]/[CH2:15][OH:16])[CH:10]=[C:9]([C:17]3[CH:22]=[CH:21][CH:20]=[CH:19][CH:18]=3)[CH:8]=2)[CH:6]=[CH:5][CH:4]=[CH:3][CH:2]=1.[CH2:23]([O:25][C@@H:26]([CH2:32][C:33]1[CH:38]=[CH:37][C:36](O)=[CH:35][CH:34]=1)[C:27]([O:29][CH2:30][CH3:31])=[O:28])[CH3:24]. (2) Given the product [Cl:27][C:22]1[CH:21]=[C:20]([NH:19][C:5]2[C:4]3[C:9](=[C:10]([C:12]([N:14]([CH3:15])[CH3:16])=[O:13])[CH:11]=[C:2]([NH:1][CH2:33][C:29]4[O:28][CH:32]=[CH:31][CH:30]=4)[CH:3]=3)[N:8]=[CH:7][C:6]=2[C:17]#[N:18])[CH:25]=[CH:24][C:23]=1[F:26], predict the reactants needed to synthesize it. The reactants are: [NH2:1][C:2]1[CH:3]=[C:4]2[C:9](=[C:10]([C:12]([N:14]([CH3:16])[CH3:15])=[O:13])[CH:11]=1)[N:8]=[CH:7][C:6]([C:17]#[N:18])=[C:5]2[NH:19][C:20]1[CH:25]=[CH:24][C:23]([F:26])=[C:22]([Cl:27])[CH:21]=1.[O:28]1[CH:32]=[CH:31][CH:30]=[C:29]1[CH:33]=O.[BH3-]C#N.[Na+]. (3) Given the product [CH3:24][C:23]1([CH3:25])[CH2:22][C:21]2[C:16](=[CH:17][CH:18]=[C:19]([C:26]([F:28])([F:27])[F:29])[CH:20]=2)[NH:15][CH:14]1[C:10]1[CH:9]=[C:8]([NH:7][C:4]([CH3:6])([CH3:5])[C:3]([OH:30])=[O:2])[CH:13]=[CH:12][CH:11]=1, predict the reactants needed to synthesize it. The reactants are: C[O:2][C:3](=[O:30])[C:4]([NH:7][C:8]1[CH:13]=[CH:12][CH:11]=[C:10]([CH:14]2[C:23]([CH3:25])([CH3:24])[CH2:22][C:21]3[C:16](=[CH:17][CH:18]=[C:19]([C:26]([F:29])([F:28])[F:27])[CH:20]=3)[NH:15]2)[CH:9]=1)([CH3:6])[CH3:5].Cl.